This data is from Full USPTO retrosynthesis dataset with 1.9M reactions from patents (1976-2016). The task is: Predict the reactants needed to synthesize the given product. (1) Given the product [CH2:1]([N:8]1[CH2:18][CH:17]([C:19]2[CH:24]=[CH:23][C:22]([Cl:25])=[CH:21][CH:20]=2)[O:16][C:10]2([CH2:15][CH2:14][N:13]([C:34]([C:33]3[CH:37]=[CH:38][C:30]([O:29][CH:26]([CH3:27])[CH3:28])=[C:31]([CH3:39])[CH:32]=3)=[O:35])[CH2:12][CH2:11]2)[CH2:9]1)[C:2]1[CH:7]=[CH:6][CH:5]=[CH:4][CH:3]=1, predict the reactants needed to synthesize it. The reactants are: [CH2:1]([N:8]1[CH2:18][CH:17]([C:19]2[CH:24]=[CH:23][C:22]([Cl:25])=[CH:21][CH:20]=2)[O:16][C:10]2([CH2:15][CH2:14][NH:13][CH2:12][CH2:11]2)[CH2:9]1)[C:2]1[CH:7]=[CH:6][CH:5]=[CH:4][CH:3]=1.[CH:26]([O:29][C:30]1[CH:38]=[CH:37][C:33]([C:34](O)=[O:35])=[CH:32][C:31]=1[CH3:39])([CH3:28])[CH3:27].CCN(C(C)C)C(C)C.CN(C(ON1N=NC2C=CC=NC1=2)=[N+](C)C)C.F[P-](F)(F)(F)(F)F. (2) Given the product [F:1][C:2]1[CH:7]=[C:6]([CH:5]=[C:4]([F:8])[C:3]=1[OH:9])[CH:21]=[O:23], predict the reactants needed to synthesize it. The reactants are: [F:1][C:2]1[CH:7]=[CH:6][CH:5]=[C:4]([F:8])[C:3]=1[OH:9].C1N2CN3CN(C2)CN1C3.O.[C:21](O)(=[O:23])C. (3) Given the product [N:12]1[CH:13]=[CH:14][CH:15]=[CH:16][C:11]=1[C:7]1[C:6]([C:4]([OH:5])=[O:3])=[CH:10][O:9][N:8]=1, predict the reactants needed to synthesize it. The reactants are: C([O:3][C:4]([C:6]1[C:7]([C:11]2[CH:16]=[CH:15][CH:14]=[CH:13][N:12]=2)=[N:8][O:9][CH:10]=1)=[O:5])C.C(OC(C1N=NC(OCC2C(C3C=CC(F)=CN=3)=NOC=2C)=CC=1)=O)C. (4) Given the product [C:1]([C:4]1[C:12]2[C:7](=[CH:8][C:9]([Cl:17])=[C:10]([C:13]([OH:15])=[O:14])[CH:11]=2)[NH:6][CH:5]=1)(=[O:3])[CH3:2], predict the reactants needed to synthesize it. The reactants are: [C:1]([C:4]1[C:12]2[C:7](=[CH:8][C:9]([Cl:17])=[C:10]([C:13]([O:15]C)=[O:14])[CH:11]=2)[NH:6][CH:5]=1)(=[O:3])[CH3:2]. (5) Given the product [C:14]([O:18][C:19](=[O:20])[NH:21][C@H:22]([C:23](=[O:24])[NH:13][C:5]1[C:6]2[NH:7][CH2:8][CH2:9][CH2:10][CH2:11][C:12]=2[C:2]([F:1])=[CH:3][CH:4]=1)[CH3:26])([CH3:15])([CH3:16])[CH3:17], predict the reactants needed to synthesize it. The reactants are: [F:1][C:2]1[C:12]2[CH2:11][CH2:10][CH2:9][CH2:8][NH:7][C:6]=2[C:5]([NH2:13])=[CH:4][CH:3]=1.[C:14]([O:18][C:19]([NH:21][C@@H:22]([CH3:26])[C:23](O)=[O:24])=[O:20])([CH3:17])([CH3:16])[CH3:15].C1C=NC2N(O)N=NC=2C=1.CCN=C=NCCCN(C)C.Cl.